Predict the reactants needed to synthesize the given product. From a dataset of Full USPTO retrosynthesis dataset with 1.9M reactions from patents (1976-2016). (1) Given the product [F:30][CH:2]([F:1])[C:3]1[C:4]([CH2:19][NH:20][C:21]([C@@H:23]2[CH2:27][C@@H:26]([F:28])[C@H:25]([CH3:29])[N:24]2[S:45]([C:42]2[CH:43]=[CH:44][C:39]([F:38])=[CH:40][CH:41]=2)(=[O:47])=[O:46])=[O:22])=[CH:5][C:6]([C:9]2[CH:14]=[N:13][C:12]([C:15]([F:16])([F:18])[F:17])=[N:11][CH:10]=2)=[N:7][CH:8]=1, predict the reactants needed to synthesize it. The reactants are: [F:1][CH:2]([F:30])[C:3]1[C:4]([CH2:19][NH:20][C:21]([C@@H:23]2[CH2:27][C@@H:26]([F:28])[C@H:25]([CH3:29])[NH:24]2)=[O:22])=[CH:5][C:6]([C:9]2[CH:10]=[N:11][C:12]([C:15]([F:18])([F:17])[F:16])=[N:13][CH:14]=2)=[N:7][CH:8]=1.C(N(CC)CC)C.[F:38][C:39]1[CH:44]=[CH:43][C:42]([S:45](Cl)(=[O:47])=[O:46])=[CH:41][CH:40]=1. (2) Given the product [CH3:23][C:20]1[CH:19]=[CH:18][C:17]([CH2:15][C:10]2[CH:11]=[CH:12][CH:13]=[CH:14][C:9]=2[OH:8])=[CH:22][CH:21]=1, predict the reactants needed to synthesize it. The reactants are: C([O:8][C:9]1[CH:14]=[CH:13][CH:12]=[CH:11][C:10]=1[CH:15]([C:17]1[CH:22]=[CH:21][C:20]([CH3:23])=[CH:19][CH:18]=1)O)C1C=CC=CC=1.Cl. (3) Given the product [CH:12]([N:4]1[C:5]2=[N:6][CH:7]=[N:8][C:9]([NH2:11])=[C:10]2[C:2]([C:24]2[CH:23]=[CH:22][C:20]3[N:21]=[C:17]([NH:16][CH3:15])[S:18][C:19]=3[CH:25]=2)=[N:3]1)([CH3:14])[CH3:13], predict the reactants needed to synthesize it. The reactants are: I[C:2]1[C:10]2[C:5](=[N:6][CH:7]=[N:8][C:9]=2[NH2:11])[N:4]([CH:12]([CH3:14])[CH3:13])[N:3]=1.[CH3:15][NH:16][C:17]1[S:18][C:19]2[CH:25]=[C:24](B3OC(C)(C)C(C)(C)O3)[CH:23]=[CH:22][C:20]=2[N:21]=1.C1(P(C2C=CC=CC=2)C2C=CC=CC=2)C=CC=CC=1.C([O-])([O-])=O.[Na+].[Na+]. (4) Given the product [NH:24]1[C:19]2[CH:20]=[CH:21][CH:22]=[CH:23][C:18]=2[N:25]=[C:3]1[C:5]1[C:6](=[O:7])[NH:8][C:9]2[C:14]([C:15]=1[OH:17])=[CH:13][CH:12]=[N:11][CH:10]=2, predict the reactants needed to synthesize it. The reactants are: CO[C:3]([CH2:5][C:6]([NH:8][C:9]1[CH:10]=[N:11][CH:12]=[CH:13][C:14]=1[C:15]([OH:17])=O)=[O:7])=O.[C:18]1([NH2:25])[CH:23]=[CH:22][CH:21]=[CH:20][C:19]=1[NH2:24]. (5) Given the product [CH3:26][C:27]1[C:34]([C:35]([F:36])([F:38])[F:37])=[CH:33][CH:32]=[CH:31][C:28]=1[CH2:29][N:7]1[C:6](=[O:8])[C:5]([C:9]([O:11][CH2:12][CH3:13])=[O:10])=[CH:4][N:3]([C:14]2[CH:15]=[CH:16][C:17]([N:20]3[CH2:24][CH2:23][NH:22][C:21]3=[O:25])=[CH:18][CH:19]=2)[C:2]1=[O:1], predict the reactants needed to synthesize it. The reactants are: [O:1]=[C:2]1[NH:7][C:6](=[O:8])[C:5]([C:9]([O:11][CH2:12][CH3:13])=[O:10])=[CH:4][N:3]1[C:14]1[CH:19]=[CH:18][C:17]([N:20]2[CH2:24][CH2:23][NH:22][C:21]2=[O:25])=[CH:16][CH:15]=1.[CH3:26][C:27]1[C:34]([C:35]([F:38])([F:37])[F:36])=[CH:33][CH:32]=[CH:31][C:28]=1[CH2:29]Br.C(=O)([O-])[O-].[K+].[K+].[I-].[K+]. (6) Given the product [N:16]1[C:8]([C:7]2[C:2]([NH:23][C:24]3[C:25]([F:45])=[C:26]([NH:31][S:32]([C:35]4[CH:36]=[CH:37][C:38]([C:41]([F:44])([F:43])[F:42])=[CH:39][CH:40]=4)(=[O:34])=[O:33])[CH:27]=[CH:28][C:29]=3[F:30])=[N:3][CH:4]=[CH:5][CH:6]=2)=[C:9]2[C:13]([NH:12][CH:11]=[N:10]2)=[N:14][CH:15]=1, predict the reactants needed to synthesize it. The reactants are: F[C:2]1[C:7]([C:8]2[N:16]=[CH:15][N:14]=[C:13]3[C:9]=2[N:10]=[CH:11][N:12]3C2CCCCO2)=[CH:6][CH:5]=[CH:4][N:3]=1.[NH2:23][C:24]1[C:25]([F:45])=[C:26]([NH:31][S:32]([C:35]2[CH:40]=[CH:39][C:38]([C:41]([F:44])([F:43])[F:42])=[CH:37][CH:36]=2)(=[O:34])=[O:33])[CH:27]=[CH:28][C:29]=1[F:30]. (7) Given the product [C:1]([CH2:3][CH:4]1[CH2:9][CH2:8][N:7]([C:10]2[CH:11]=[CH:12][C:13]([N:16]3[CH2:20][C@H:19]([CH2:21][OH:22])[O:18][C:17]3=[O:23])=[CH:14][CH:15]=2)[CH2:6][CH2:5]1)#[N:2], predict the reactants needed to synthesize it. The reactants are: [C:1]([CH:3]=[C:4]1[CH2:9][CH2:8][N:7]([C:10]2[CH:15]=[CH:14][C:13]([N:16]3[CH2:20][C@H:19]([CH2:21][OH:22])[O:18][C:17]3=[O:23])=[CH:12][CH:11]=2)[CH2:6][CH2:5]1)#[N:2]. (8) Given the product [Br:8][C:6]1[CH:5]=[CH:4][C:3]2[O:9][CH2:16][C:17](=[O:18])[NH:1][C:2]=2[CH:7]=1, predict the reactants needed to synthesize it. The reactants are: [NH2:1][C:2]1[CH:7]=[C:6]([Br:8])[CH:5]=[CH:4][C:3]=1[OH:9].C([O-])(O)=O.[Na+].Cl[CH2:16][C:17](Cl)=[O:18]. (9) Given the product [Br:8][C:9]1[CH:10]=[C:11]([CH3:17])[C:12]2[N:13]([C:1]([CH3:2])=[N:16][N:15]=2)[CH:14]=1, predict the reactants needed to synthesize it. The reactants are: [C:1](OC(=O)C)(=O)[CH3:2].[Br:8][C:9]1[CH:10]=[C:11]([CH3:17])[C:12]([NH:15][NH2:16])=[N:13][CH:14]=1. (10) Given the product [F:17][C:18]1[CH:23]=[CH:22][C:21]([C:24]([F:27])([F:26])[F:25])=[CH:20][C:19]=1[NH:28][C:29]([NH:13][C:12]1[CH:14]=[CH:15][C:9]([B:4]2[O:3][C:2]([CH3:16])([CH3:1])[C:6]([CH3:7])([CH3:8])[O:5]2)=[CH:10][CH:11]=1)=[O:30], predict the reactants needed to synthesize it. The reactants are: [CH3:1][C:2]1([CH3:16])[C:6]([CH3:8])([CH3:7])[O:5][B:4]([C:9]2[CH:15]=[CH:14][C:12]([NH2:13])=[CH:11][CH:10]=2)[O:3]1.[F:17][C:18]1[CH:23]=[CH:22][C:21]([C:24]([F:27])([F:26])[F:25])=[CH:20][C:19]=1[N:28]=[C:29]=[O:30].